This data is from Catalyst prediction with 721,799 reactions and 888 catalyst types from USPTO. The task is: Predict which catalyst facilitates the given reaction. (1) Reactant: [CH2:1]1[CH:11]2[CH:2]1[CH2:3][O:4][C:5]1[CH:6]=[CH:7][CH:8]=[C:9]([O:12][C:13]3[N:18]=[CH:17][C:16]([NH:19][C:20](=[O:26])[C@@:21]([NH2:25])([CH3:24])[CH2:22][CH3:23])=[CH:15][CH:14]=3)[C:10]=12.Cl[C:28](Cl)([O:30]C(=O)OC(Cl)(Cl)Cl)Cl. Product: [CH2:22]([C@@:21]1([CH3:24])[NH:25][C:28](=[O:30])[N:19]([C:16]2[CH:17]=[N:18][C:13]([O:12][C:9]3[C:10]4[CH:11]5[CH2:1][CH:2]5[CH2:3][O:4][C:5]=4[CH:6]=[CH:7][CH:8]=3)=[CH:14][CH:15]=2)[C:20]1=[O:26])[CH3:23]. The catalyst class is: 4. (2) Product: [Cl:1][C:2]1[CH:7]=[CH:6][CH:5]=[C:4]([O:8][CH2:9][O:10][CH3:11])[C:3]=1[C:18](=[O:19])[CH3:17]. The catalyst class is: 1. Reactant: [Cl:1][C:2]1[CH:7]=[CH:6][CH:5]=[C:4]([O:8][CH2:9][O:10][CH3:11])[CH:3]=1.[Li]CCCC.[CH3:17][C:18](OC(C)=O)=[O:19].